Task: Predict the reactants needed to synthesize the given product.. Dataset: Full USPTO retrosynthesis dataset with 1.9M reactions from patents (1976-2016) (1) Given the product [F:22][C:23]1[CH:29]=[CH:28][C:26]([NH:27][C:2]2[C:3]([NH:12][S:13]([C:16]3[CH:21]=[CH:20][CH:19]=[CH:18][CH:17]=3)(=[O:15])=[O:14])=[N:4][C:5]3[C:10]([N:11]=2)=[CH:9][CH:8]=[CH:7][CH:6]=3)=[CH:25][CH:24]=1, predict the reactants needed to synthesize it. The reactants are: Cl[C:2]1[C:3]([NH:12][S:13]([C:16]2[CH:21]=[CH:20][CH:19]=[CH:18][CH:17]=2)(=[O:15])=[O:14])=[N:4][C:5]2[C:10]([N:11]=1)=[CH:9][CH:8]=[CH:7][CH:6]=2.[F:22][C:23]1[CH:29]=[CH:28][C:26]([NH2:27])=[CH:25][CH:24]=1.CC(N(C)C)=O. (2) Given the product [O:34]=[C:35]1[C:43]2[C:38](=[CH:39][C:40]([N:44]=[C:45]3[NH:8][C@@H:3]([CH:4]([CH2:5][CH3:6])[CH3:7])[CH2:2][S:46]3)=[CH:41][CH:42]=2)[CH2:37][CH2:36]1, predict the reactants needed to synthesize it. The reactants are: O[CH2:2][C@@H:3]([NH2:8])[CH:4]([CH3:7])[CH2:5][CH3:6].COC(=O)[C@H]([C@H](CC)C)N.OCCN.NC1C=C2C(=CC=1)C(=O)CC2.[O:34]=[C:35]1[C:43]2[C:38](=[CH:39][C:40]([N:44]=[C:45]=[S:46])=[CH:41][CH:42]=2)[CH2:37][CH2:36]1.[N-]=C=S. (3) Given the product [CH2:12]([O:11][CH2:10][CH:9]([NH:8][C:6](=[O:7])[O:5][C:1]([CH3:4])([CH3:3])[CH3:2])[CH2:14][OH:15])[CH3:13], predict the reactants needed to synthesize it. The reactants are: [C:1]([O:5][C:6]([NH:8][C@H:9]([C:14](OC)=[O:15])[CH2:10][O:11][CH2:12][CH3:13])=[O:7])([CH3:4])([CH3:3])[CH3:2].[H-].[Al+3].[Li+].[H-].[H-].[H-].